Dataset: Full USPTO retrosynthesis dataset with 1.9M reactions from patents (1976-2016). Task: Predict the reactants needed to synthesize the given product. (1) Given the product [F:41][C:42]1[CH:43]=[C:44]([CH2:49][C:50]([NH:52][CH:53]([S:66][CH3:67])[C:54]([NH:56][C:57]2[NH:61][N:60]=[C:59]([C:62]([CH3:63])([CH3:65])[CH3:64])[CH:58]=2)=[O:55])=[O:51])[CH:45]=[C:46]([F:48])[CH:47]=1, predict the reactants needed to synthesize it. The reactants are: C(OC(=O)N[C@H](C(=O)NC1N(C(C)(C)C)N=C(C2(C3C=CC=CC=3)CCN(C3CC3)CC2)C=1)C)C1C=CC=CC=1.[F:41][C:42]1[CH:43]=[C:44]([CH2:49][C:50]([NH:52][CH:53]([S:66][CH:67](C)C)[C:54]([NH:56][C:57]2[NH:61][N:60]=[C:59]([C:62]([CH3:65])([CH3:64])[CH3:63])[CH:58]=2)=[O:55])=[O:51])[CH:45]=[C:46]([F:48])[CH:47]=1. (2) Given the product [Cl:1][C:2]1[C:3]2[C:10]([C:11]([F:12])([F:13])[F:14])=[CH:9][N:8]([CH2:15][CH:16]3[CH2:21][CH2:20][NH:19][CH2:18][CH2:17]3)[C:4]=2[N:5]=[CH:6][N:7]=1, predict the reactants needed to synthesize it. The reactants are: [Cl:1][C:2]1[C:3]2[C:10]([C:11]([F:14])([F:13])[F:12])=[CH:9][N:8]([CH2:15][CH:16]3[CH2:21][CH2:20][N:19](C(OC(C)(C)C)=O)[CH2:18][CH2:17]3)[C:4]=2[N:5]=[CH:6][N:7]=1.C(O)(C(F)(F)F)=O. (3) Given the product [CH2:32]([O:31][P:30]([O:1][C:2]1[CH2:7][CH2:6][N:5]([C:8]([O:10][C:11]([CH3:12])([CH3:13])[CH3:14])=[O:9])[CH2:4][C:3]=1[C:15]([O:17][CH2:18][CH3:19])=[O:16])([O:34][CH2:35][CH3:36])=[O:37])[CH3:33], predict the reactants needed to synthesize it. The reactants are: [O:1]=[C:2]1[CH2:7][CH2:6][N:5]([C:8]([O:10][C:11]([CH3:14])([CH3:13])[CH3:12])=[O:9])[CH2:4][CH:3]1[C:15]([O:17][CH2:18][CH3:19])=[O:16].C[Si]([N-][Si](C)(C)C)(C)C.[Na+].[P:30](Cl)(=[O:37])([O:34][CH2:35][CH3:36])[O:31][CH2:32][CH3:33]. (4) The reactants are: [CH3:1][O:2][C:3]1[CH:4]=[C:5]([CH2:11][CH2:12][NH:13][C:14](=[O:33])/[C:15](/[Sn](CCCC)(CCCC)CCCC)=[CH:16]\[CH:17]([CH3:19])[CH3:18])[CH:6]=[CH:7][C:8]=1[O:9][CH3:10].[Cl:34][C:35]1[CH:40]=[CH:39][C:38](I)=[CH:37][CH:36]=1.O. Given the product [Cl:34][C:35]1[CH:40]=[CH:39][C:38](/[C:15](=[CH:16]/[CH:17]([CH3:18])[CH3:19])/[C:14]([NH:13][CH2:12][CH2:11][C:5]2[CH:6]=[CH:7][C:8]([O:9][CH3:10])=[C:3]([O:2][CH3:1])[CH:4]=2)=[O:33])=[CH:37][CH:36]=1, predict the reactants needed to synthesize it. (5) Given the product [Cl:1][C:2]1[CH:3]=[CH:4][C:5]([C:6]([NH:8][CH:9]([CH2:13][C:14]2[C:23]3[C:18](=[CH:19][CH:20]=[CH:21][CH:22]=3)[NH:17][C:16](=[O:24])[CH:15]=2)[C:10]([S:11][CH2:31][C:30]2[CH:33]=[CH:34][CH:35]=[C:28]([Cl:27])[CH:29]=2)=[O:12])=[O:7])=[CH:25][CH:26]=1, predict the reactants needed to synthesize it. The reactants are: [Cl:1][C:2]1[CH:26]=[CH:25][C:5]([C:6]([NH:8][CH:9]([CH2:13][C:14]2[C:23]3[C:18](=[CH:19][CH:20]=[CH:21][CH:22]=3)[NH:17][C:16](=[O:24])[CH:15]=2)[C:10]([OH:12])=[S:11])=[O:7])=[CH:4][CH:3]=1.[Cl:27][C:28]1[CH:29]=[C:30]([CH:33]=[CH:34][CH:35]=1)[CH2:31]Br. (6) Given the product [Cl:1][C:2]1[CH:3]=[C:4]([C:14]([O:16][CH2:17][CH3:18])=[O:15])[C:5]([CH3:13])=[C:6]2[C:11]=1[S:10][CH2:9][CH2:8][CH:7]2[OH:12], predict the reactants needed to synthesize it. The reactants are: [Cl:1][C:2]1[CH:3]=[C:4]([C:14]([O:16][CH2:17][CH3:18])=[O:15])[C:5]([CH3:13])=[C:6]2[C:11]=1[S:10][CH2:9][CH2:8][C:7]2=[O:12].[BH4-].[Na+].Cl. (7) The reactants are: [Br:1][C:2]1[CH:10]=[C:9]2[C:5]([CH:6]=[C:7]([C:11]([N:13]3[CH2:18][CH2:17][N:16]([S:19]([CH2:22][CH3:23])(=[O:21])=[O:20])[CH2:15][CH2:14]3)=[O:12])[NH:8]2)=[CH:4][C:3]=1[O:24][CH:25]1[CH2:30][CH2:29][N:28]([CH:31]([CH3:33])[CH3:32])[CH2:27][CH2:26]1.[H-].[Na+].CS(O[CH2:41][C:42]([F:45])([F:44])[F:43])(=O)=O.O. Given the product [Br:1][C:2]1[CH:10]=[C:9]2[C:5]([CH:6]=[C:7]([C:11]([N:13]3[CH2:14][CH2:15][N:16]([S:19]([CH2:22][CH3:23])(=[O:20])=[O:21])[CH2:17][CH2:18]3)=[O:12])[N:8]2[CH2:41][C:42]([F:45])([F:44])[F:43])=[CH:4][C:3]=1[O:24][CH:25]1[CH2:30][CH2:29][N:28]([CH:31]([CH3:32])[CH3:33])[CH2:27][CH2:26]1, predict the reactants needed to synthesize it.